Predict the reactants needed to synthesize the given product. From a dataset of Full USPTO retrosynthesis dataset with 1.9M reactions from patents (1976-2016). (1) Given the product [Cl:8][C:9]1[N:17]=[CH:16][C:15]([F:18])=[CH:14][C:10]=1[C:11]#[N:13], predict the reactants needed to synthesize it. The reactants are: C(N(CC)CC)C.[Cl:8][C:9]1[N:17]=[CH:16][C:15]([F:18])=[CH:14][C:10]=1[C:11]([NH2:13])=O.FC(F)(F)C(OC(=O)C(F)(F)F)=O. (2) Given the product [OH:15][CH:13]1[CH2:14][N:11]([C:2]2[CH:10]=[CH:9][C:5]([C:6]([NH2:8])=[O:7])=[CH:4][N:3]=2)[CH2:12]1, predict the reactants needed to synthesize it. The reactants are: Cl[C:2]1[CH:10]=[CH:9][C:5]([C:6]([NH2:8])=[O:7])=[CH:4][N:3]=1.[NH:11]1[CH2:14][CH:13]([OH:15])[CH2:12]1.C([O-])([O-])=O.[K+].[K+]. (3) Given the product [Br:11][C:9]1[CH:10]=[C:2]2[C:3]([C:4](=[O:5])[NH:13][C:14](=[O:15])[NH:1]2)=[CH:7][C:8]=1[F:12], predict the reactants needed to synthesize it. The reactants are: [NH2:1][C:2]1[CH:10]=[C:9]([Br:11])[C:8]([F:12])=[CH:7][C:3]=1[C:4](O)=[O:5].[NH2:13][C:14](N)=[O:15]. (4) Given the product [CH3:44][O:46][C:47]1[CH:49]=[CH:13][C:9]([N:8]2[C:23]([NH2:22])=[CH:27][C:26]([C:28]([CH3:29])([CH3:30])[CH3:31])=[N:51]2)=[CH:10][CH:50]=1, predict the reactants needed to synthesize it. The reactants are: C(OC([NH:8][C:9]1[CH:13]=C(C(C)(C)C)S[C:10]=1C(OC)=O)=O)(C)(C)C.[NH2:22][C:23]1[CH:27]=[C:26]([C:28]([CH3:31])([CH3:30])[CH3:29])SC=1C(OC)=O.[C:44](O[C:44]([O:46][C:47]([CH3:50])([CH3:49])C)=O)([O:46][C:47](C)([CH3:50])[CH3:49])=O.[N:51]1C=CC=CC=1. (5) The reactants are: C(Cl)(=O)C(Cl)=O.[CH3:7][C:8]1[CH:9]=[C:10]([CH:14]=[CH:15][C:16]=1[N:17]1[CH2:22][CH2:21][O:20][CH2:19][CH2:18]1)[C:11]([OH:13])=O.O[N:24]=[C:25]([C:27]1[CH:32]=[CH:31][CH:30]=[CH:29][C:28]=1[O:33][C:34]([F:37])([F:36])[F:35])[NH2:26].CCN(C(C)C)C(C)C. Given the product [CH3:7][C:8]1[CH:9]=[C:10]([C:11]2[O:13][N:26]=[C:25]([C:27]3[CH:32]=[CH:31][CH:30]=[CH:29][C:28]=3[O:33][C:34]([F:35])([F:36])[F:37])[N:24]=2)[CH:14]=[CH:15][C:16]=1[N:17]1[CH2:22][CH2:21][O:20][CH2:19][CH2:18]1, predict the reactants needed to synthesize it. (6) Given the product [Br:1][C:2]1[CH:7]=[CH:6][CH:5]=[C:4]([C:8]([C:17]2[N:22]=[C:21]([Br:23])[CH:20]=[CH:19][CH:18]=2)([C:10]2[N:15]=[C:14]([Br:16])[CH:13]=[CH:12][CH:11]=2)[F:30])[N:3]=1, predict the reactants needed to synthesize it. The reactants are: [Br:1][C:2]1[CH:7]=[CH:6][CH:5]=[C:4]([C:8]([C:17]2[N:22]=[C:21]([Br:23])[CH:20]=[CH:19][CH:18]=2)([C:10]2[N:15]=[C:14]([Br:16])[CH:13]=[CH:12][CH:11]=2)O)[N:3]=1.C(N(S(F)(F)[F:30])CC)C.[OH-].[Na+]. (7) Given the product [CH3:1][O:2][C:3]1[CH:4]=[C:5]2[C:9](=[CH:10][CH:11]=1)[NH:8][CH:7]=[C:6]2[C:17]1[CH2:18][CH2:19][NH:14][CH2:15][CH:16]=1, predict the reactants needed to synthesize it. The reactants are: [CH3:1][O:2][C:3]1[CH:4]=[C:5]2[C:9](=[CH:10][CH:11]=1)[NH:8][CH:7]=[CH:6]2.Cl.O.[NH:14]1[CH2:19][CH2:18][C:17](=O)[CH2:16][CH2:15]1.[OH-].[K+].O. (8) Given the product [Br:24][C:22]1[CH:23]=[C:18]([NH:17][C:2]2[CH:3]=[CH:4][C:5]([C:8]([N:10]3[CH2:15][CH2:14][N:13]([CH3:16])[CH2:12][CH2:11]3)=[O:9])=[CH:6][N:7]=2)[C:19](=[O:26])[N:20]([CH3:25])[CH:21]=1, predict the reactants needed to synthesize it. The reactants are: Cl[C:2]1[N:7]=[CH:6][C:5]([C:8]([N:10]2[CH2:15][CH2:14][N:13]([CH3:16])[CH2:12][CH2:11]2)=[O:9])=[CH:4][CH:3]=1.[NH2:17][C:18]1[C:19](=[O:26])[N:20]([CH3:25])[CH:21]=[C:22]([Br:24])[CH:23]=1.[Na]. (9) Given the product [NH2:1][C:2]1[C:7]2=[C:8]([C:14]3[CH:19]=[CH:18][C:17]([NH:20][C:21]4[NH:25][C:24]5[C:26]([F:31])=[CH:27][C:28]([F:30])=[CH:29][C:23]=5[N:22]=4)=[CH:16][CH:15]=3)[C:9]([C:11]([NH:36][C:32]([CH3:35])([CH3:34])[CH3:33])=[O:12])=[CH:10][N:6]2[N:5]=[CH:4][N:3]=1, predict the reactants needed to synthesize it. The reactants are: [NH2:1][C:2]1[C:7]2=[C:8]([C:14]3[CH:19]=[CH:18][C:17]([NH:20][C:21]4[NH:25][C:24]5[C:26]([F:31])=[CH:27][C:28]([F:30])=[CH:29][C:23]=5[N:22]=4)=[CH:16][CH:15]=3)[C:9]([C:11](O)=[O:12])=[CH:10][N:6]2[N:5]=[CH:4][N:3]=1.[C:32]([NH2:36])([CH3:35])([CH3:34])[CH3:33].CN1CCOCC1.